This data is from Reaction yield outcomes from USPTO patents with 853,638 reactions. The task is: Predict the reaction yield, written as a fraction of the theoretical maximum amount of product (1.0 means a 100% yield; for example, 0.34 means a 34% yield). (1) The reactants are [Cl:1][C:2]1[CH:27]=[N:26][C:5]2=[N:6][C:7]([N:12]3[CH2:17][CH2:16][N:15]([C:18]([O:20][C:21]([CH3:24])([CH3:23])[CH3:22])=[O:19])[C@@H:14]([CH3:25])[CH2:13]3)=[C:8]([NH:10][NH2:11])[N:9]=[C:4]2[CH:3]=1.[CH:28](OC)(OC)OC. The catalyst is CCOCC. The product is [Cl:1][C:2]1[CH:27]=[N:26][C:5]2[N:6]=[C:7]([N:12]3[CH2:17][CH2:16][N:15]([C:18]([O:20][C:21]([CH3:22])([CH3:23])[CH3:24])=[O:19])[C@@H:14]([CH3:25])[CH2:13]3)[C:8]3[N:9]([CH:28]=[N:11][N:10]=3)[C:4]=2[CH:3]=1. The yield is 0.810. (2) The reactants are [CH3:1][S:2]([O:5][C:6]1[CH:7]=[C:8]([C:14]2[CH:19]=[CH:18][CH:17]=[C:16]([C:20]3([C:28]4[CH:33]=[CH:32][N:31]=[CH:30][CH:29]=4)[C:24](=[O:25])[N:23]([CH3:26])[C:22](=S)[NH:21]3)[CH:15]=2)[CH:9]=[C:10]([O:12][CH3:13])[CH:11]=1)(=[O:4])=[O:3].CO.[OH-].[NH4+:37].C(OO)(C)(C)C. The catalyst is O. The product is [CH3:1][S:2]([O:5][C:6]1[CH:7]=[C:8]([C:14]2[CH:19]=[CH:18][CH:17]=[C:16]([C:20]3([C:28]4[CH:29]=[CH:30][N:31]=[CH:32][CH:33]=4)[C:24](=[O:25])[N:23]([CH3:26])[C:22]([NH2:37])=[N:21]3)[CH:15]=2)[CH:9]=[C:10]([O:12][CH3:13])[CH:11]=1)(=[O:4])=[O:3]. The yield is 0.370. (3) The reactants are [N:1]1[C:10]2[C:5](=[CH:6][C:7](B(O)O)=[CH:8][CH:9]=2)[CH:4]=[CH:3][CH:2]=1.N1C=CC=CC=1.[C:20]([C:24]1[CH:28]=[C:27]([C:29]([O:31][CH2:32][CH3:33])=[O:30])[NH:26][N:25]=1)([CH3:23])([CH3:22])[CH3:21]. The catalyst is C(Cl)Cl.C([O-])(=O)C.[Cu+2].C([O-])(=O)C. The product is [C:20]([C:24]1[CH:28]=[C:27]([C:29]([O:31][CH2:32][CH3:33])=[O:30])[N:26]([C:7]2[CH:6]=[C:5]3[C:10](=[CH:9][CH:8]=2)[N:1]=[CH:2][CH:3]=[CH:4]3)[N:25]=1)([CH3:23])([CH3:21])[CH3:22]. The yield is 0.330. (4) The reactants are C(OP([CH2:9][C:10]1[CH:15]=[C:14]([O:16][CH3:17])[C:13]([CH2:18][CH2:19][CH3:20])=[C:12]([O:21][CH3:22])[CH:11]=1)(=O)OCC)C.[CH3:23][O:24][C:25]1[CH:26]=[C:27]([CH:30]=[C:31]([O:33][CH3:34])[CH:32]=1)[CH:28]=O. No catalyst specified. The product is [CH3:17][O:16][C:14]1[CH:15]=[C:10]([CH:9]=[CH:28][C:27]2[CH:30]=[C:31]([O:33][CH3:34])[CH:32]=[C:25]([O:24][CH3:23])[CH:26]=2)[CH:11]=[C:12]([O:21][CH3:22])[C:13]=1[CH2:18][CH2:19][CH3:20]. The yield is 0.250. (5) The reactants are [O:1]1[CH2:3][CH:2]1[CH2:4][N:5]1[CH2:14][CH2:13][C:12]2[C:7](=[CH:8][CH:9]=[CH:10][CH:11]=2)[CH2:6]1.[NH4+:15]. The catalyst is C(O)C. The product is [NH2:15][CH2:3][CH:2]([OH:1])[CH2:4][N:5]1[CH2:14][CH2:13][C:12]2[C:7](=[CH:8][CH:9]=[CH:10][CH:11]=2)[CH2:6]1. The yield is 0.737. (6) The reactants are [CH:1](N(CC)C(C)C)(C)[CH3:2].[NH:10]1[CH2:15][CH2:14][CH2:13][CH:12]([C:16]2[CH:21]=[CH:20][C:19]([NH:22][C:23]3[N:28]=[C:27]([CH2:29][CH2:30][C:31]4[C:36]([CH2:37][C:38]([NH2:40])=[O:39])=[CH:35][CH:34]=[CH:33][N:32]=4)[C:26]([C:41]([F:44])([F:43])[F:42])=[CH:25][N:24]=3)=[CH:18][CH:17]=2)[CH2:11]1.BrCC. The catalyst is CN(C=O)C. The product is [CH2:1]([N:10]1[CH2:15][CH2:14][CH2:13][CH:12]([C:16]2[CH:21]=[CH:20][C:19]([NH:22][C:23]3[N:28]=[C:27]([CH2:29][CH2:30][C:31]4[C:36]([CH2:37][C:38]([NH2:40])=[O:39])=[CH:35][CH:34]=[CH:33][N:32]=4)[C:26]([C:41]([F:42])([F:44])[F:43])=[CH:25][N:24]=3)=[CH:18][CH:17]=2)[CH2:11]1)[CH3:2]. The yield is 0.360. (7) The reactants are CS(C)=O.[CH3:5][C:6]1[CH:7]=[C:8]([OH:20])[C:9]([C:13]2[CH:18]=[CH:17][C:16]([CH3:19])=[CH:15][N:14]=2)=[N:10][C:11]=1[CH3:12].Cl[C:22]1[C:31]2[C:26](=[CH:27][C:28]([C:32]([F:35])([F:34])[F:33])=[CH:29][CH:30]=2)[N:25]=[CH:24][CH:23]=1.C(=O)([O-])[O-].[Cs+].[Cs+]. The catalyst is O. The product is [CH3:5][C:6]1[CH:7]=[C:8]([O:20][C:22]2[C:31]3[C:26](=[CH:27][C:28]([C:32]([F:35])([F:33])[F:34])=[CH:29][CH:30]=3)[N:25]=[CH:24][CH:23]=2)[C:9]([C:13]2[CH:18]=[CH:17][C:16]([CH3:19])=[CH:15][N:14]=2)=[N:10][C:11]=1[CH3:12]. The yield is 0.750.